From a dataset of M1 muscarinic receptor agonist screen with 61,833 compounds. Binary Classification. Given a drug SMILES string, predict its activity (active/inactive) in a high-throughput screening assay against a specified biological target. The drug is o1nc(c2CCCCc12)C(=O)N1CCOCC1. The result is 0 (inactive).